Dataset: CYP2C9 inhibition data for predicting drug metabolism from PubChem BioAssay. Task: Regression/Classification. Given a drug SMILES string, predict its absorption, distribution, metabolism, or excretion properties. Task type varies by dataset: regression for continuous measurements (e.g., permeability, clearance, half-life) or binary classification for categorical outcomes (e.g., BBB penetration, CYP inhibition). Dataset: cyp2c9_veith. The molecule is c1ccc(-n2ncc3c(NCCCN4CCOCC4)ncnc32)cc1. The result is 0 (non-inhibitor).